From a dataset of Full USPTO retrosynthesis dataset with 1.9M reactions from patents (1976-2016). Predict the reactants needed to synthesize the given product. Given the product [CH3:35][O:34][C:32]1[CH:31]=[C:29]([NH:30][C:21]([C:20]2[CH:24]=[C:16]([N:14]3[CH2:13][C@@H:11]4[CH2:12][N:8]([C:6]([O:5][C:1]([CH3:4])([CH3:3])[CH3:2])=[O:7])[CH2:9][C@@H:10]4[CH2:15]3)[CH:17]=[N:18][CH:19]=2)=[O:23])[CH:28]=[C:27]([O:26][CH3:25])[CH:33]=1, predict the reactants needed to synthesize it. The reactants are: [C:1]([O:5][C:6]([N:8]1[CH2:12][C@H:11]2[CH2:13][N:14]([C:16]3[CH:17]=[N:18][CH:19]=[C:20]([CH:24]=3)[C:21]([OH:23])=O)[CH2:15][C@H:10]2[CH2:9]1)=[O:7])([CH3:4])([CH3:3])[CH3:2].[CH3:25][O:26][C:27]1[CH:28]=[C:29]([CH:31]=[C:32]([O:34][CH3:35])[CH:33]=1)[NH2:30].